From a dataset of Full USPTO retrosynthesis dataset with 1.9M reactions from patents (1976-2016). Predict the reactants needed to synthesize the given product. (1) Given the product [CH:25]([O:24][C:22]([C:20]1[N:19]([CH:6]2[C:5]3[C:10](=[CH:11][CH:12]=[C:3]([O:2][CH3:1])[CH:4]=3)[C:9](=[O:13])[CH2:8][C:7]2([CH3:15])[CH3:14])[CH:18]=[N:17][CH:21]=1)=[O:23])([CH3:27])[CH3:26], predict the reactants needed to synthesize it. The reactants are: [CH3:1][O:2][C:3]1[CH:4]=[C:5]2[C:10](=[CH:11][CH:12]=1)[C:9](=[O:13])[CH2:8][C:7]([CH3:15])([CH3:14])[CH:6]2O.[NH:17]1[CH:21]=[C:20]([C:22]([O:24][CH:25]([CH3:27])[CH3:26])=[O:23])[N:19]=[CH:18]1.C1(P(C2C=CC=CC=2)C2C=CC=CC=2)C=CC=CC=1.N(C(OC)=O)=NC(OC)=O. (2) Given the product [F:12][C:9]1[C:10]([F:11])=[C:5]([C:3]([OH:4])=[O:2])[C:6]([F:20])=[C:7]([F:19])[C:8]=1[C:13]1[CH:14]=[CH:15][CH:16]=[CH:17][CH:18]=1, predict the reactants needed to synthesize it. The reactants are: C[O:2][C:3]([C:5]1[C:10]([F:11])=[C:9]([F:12])[C:8]([C:13]2[CH:18]=[CH:17][CH:16]=[CH:15][CH:14]=2)=[C:7]([F:19])[C:6]=1[F:20])=[O:4].[OH-].[Na+]. (3) Given the product [CH2:24]([N:31]1[CH2:32][CH:33]=[C:34]([C:21]2[C:9]3[N:10]=[C:11]([C:13]4[CH:14]=[C:15]([CH2:19][OH:20])[CH:16]=[CH:17][CH:18]=4)[N:12]=[C:7]([N:1]4[CH2:6][CH2:5][O:4][CH2:3][CH2:2]4)[C:8]=3[NH:23][CH:22]=2)[CH2:35][CH2:36]1)[C:25]1[CH:30]=[CH:29][CH:28]=[CH:27][CH:26]=1, predict the reactants needed to synthesize it. The reactants are: [N:1]1([C:7]2[C:8]3[NH:23][CH:22]=[CH:21][C:9]=3[N:10]=[C:11]([C:13]3[CH:14]=[C:15]([CH2:19][OH:20])[CH:16]=[CH:17][CH:18]=3)[N:12]=2)[CH2:6][CH2:5][O:4][CH2:3][CH2:2]1.[CH2:24]([N:31]1[CH2:36][CH2:35][C:34](=O)[CH2:33][CH2:32]1)[C:25]1[CH:30]=[CH:29][CH:28]=[CH:27][CH:26]=1.